This data is from Reaction yield outcomes from USPTO patents with 853,638 reactions. The task is: Predict the reaction yield, written as a fraction of the theoretical maximum amount of product (1.0 means a 100% yield; for example, 0.34 means a 34% yield). The product is [CH3:37][C:36]1[N:32]([C:27]2[N:26]=[C:25]([CH2:24][CH:23]([C:19]3[CH:20]=[CH:21][CH:22]=[C:17]([CH2:16][CH2:15][C:10]4[CH:11]=[C:12]([CH3:14])[CH:13]=[C:8]([N:3]5[C:4]([CH3:7])=[CH:5][CH:6]=[C:2]5[CH3:1])[N:9]=4)[CH:18]=3)[CH2:39][NH2:40])[CH:30]=[C:29]([CH3:31])[CH:28]=2)[C:33]([CH3:38])=[CH:34][CH:35]=1. The yield is 0.990. The reactants are [CH3:1][C:2]1[N:3]([C:8]2[CH:13]=[C:12]([CH3:14])[CH:11]=[C:10]([CH2:15][CH2:16][C:17]3[CH:22]=[CH:21][CH:20]=[C:19]([CH:23]([CH2:39][N+:40]([O-])=O)[CH2:24][C:25]4[CH:30]=[C:29]([CH3:31])[CH:28]=[C:27]([N:32]5[C:36]([CH3:37])=[CH:35][CH:34]=[C:33]5[CH3:38])[N:26]=4)[CH:18]=3)[N:9]=2)[C:4]([CH3:7])=[CH:5][CH:6]=1. The catalyst is CCO.CO.[Ni].